From a dataset of Experimentally validated miRNA-target interactions with 360,000+ pairs, plus equal number of negative samples. Binary Classification. Given a miRNA mature sequence and a target amino acid sequence, predict their likelihood of interaction. (1) The miRNA is hsa-miR-4477a with sequence CUAUUAAGGACAUUUGUGAUUC. The protein sequence of the target gene is MALRHLALLAGLLVGVASKSMENTVTRNSTAVINTQAEGTLSPPGLSSLPVVREWALTHTAQLPECCVDVVGVNASCPGASLCGPGCYRRWNADGSASCVRCGNGTLPAYNGSECRSFAGPGAPFPMNRSSGTPGRPHPGAPRVAASLFLGTFFISSGLILSVAGFFYLKRSSKLPRACYRRNKAPALQPGEAAAMIPPPQSSGNSSCRIPLWGFPSLGQSQGALWVCPQTGLPGSGSRPPLPGSPGDPPTRQGQGRIWLVPPALDLSWIWPAPPARPPLIPVTSMLFPVPETWGLQERR.... Result: 0 (no interaction). (2) The miRNA is mmu-miR-1949 with sequence CUAUACCAGGAUGUCAGCAUAGUU. The protein sequence of the target gene is MIQLTATPVSALVDEPVHIRATGLIPFQMVSFQASLEDENGDMFYSQAHYRANEFGEVDLNHASSLGGDYMGVHPMGLFWSLKPEKLLTRLLKRDVMNRPFQVQVKLYDLELIVNNKVASAPKASLTLERWYVAPGVTRIKVREGRLRGALFLPPGEGLFPGVIDLFGGLGGLLEFRASLLASRGFASLALAYHNYEDLPRKPEVTDLEYFEEAANFLLRHPKVFGSGVGVVSVCQGVQIGLSMAIYLKQVTATVLINGTNFPFGIPQVYHGQIHQPLPHSAQLISTNALGLLELYRTFE.... Result: 0 (no interaction). (3) The miRNA is mmu-miR-6715-3p with sequence CCAAACCAGGCGUGCCUGUGG. The protein sequence of the target gene is MASAELQGKYQKLAQEYSKLRAQNQVLKKGVVDEQASSAALKEQLKMKDQSLRKLQQEMDSLTFRNLQLAKRVELLQDELALSEPRGKKNKKSGESSSQLSQEQKSVFDEDLQKKIEENERLHIQFFEADEHHRHVEAELRSRLATLETEAAQHQAVIDGLTRKYMETIEKLQSDKAKLEVKSQTLEKEAKECRLRTEECQLQLKNLHEDLSGRLEESLSIINEKVPFNDTKCHLYNALNVPLHNRRHQLKMRDIAGQALAFVQDLVPALLNFHTYTEQRIQIFPVDSAIDTISPLNQKF.... Result: 0 (no interaction). (4) The miRNA is hsa-miR-603 with sequence CACACACUGCAAUUACUUUUGC. The protein sequence of the target gene is MRARGWGRLPRRLLLLLVLCVQATRPMGYFELQLSALRNVNGELLSGACCDGDGRTTRAGGCGRDECDTYVRVCLKEYQAKVTPTGPCSYGYGATPVLGGNSFYLPPAGAAGDRARARSRTGGHQDPGLVVIPFQFAWPRSFTLIVEAWDWDNDTTPDEELLIERVSHAGMINPEDRWKSLHFSGHVAHLELQIRVRCDENYYSATCNKFCRPRNDFFGHYTCDQYGNKACMDGWMGKECKEAVCKQGCNLLHGGCTVPGECRCSYGWQGKFCDECVPYPGCVHGSCVEPWHCDCETNWG.... Result: 0 (no interaction). (5) The miRNA is hsa-miR-200b-3p with sequence UAAUACUGCCUGGUAAUGAUGA. The protein sequence of the target gene is MSWKRNYFSGSRGSVQGMFAPRSSMSIAPSKGLSNEPGQNSCFLNSALQVLWHLDIFRRSFRQLTTHKCMGDSCIFCALKGIFNQFQCSSEKVLPSDTLRSALAKTFQDEQRFQLGIMDDAAECFENLLMRIHFHIADETKEDICTAQHCISHQKFAMTLFEQCVCSSCGATSDPLPFIQMVHYISTTALCNQAICMLEKREKPSPSMFGELLQNASTMGDLRNCPSNCGERIRIRRVLMNAPQIITIGLVWDSEHSDLAEDVIHSLGTCLKLGDLFFRVTDDRAKQSELYLVGMICYYG.... Result: 0 (no interaction). (6) The miRNA is hsa-miR-18a-5p with sequence UAAGGUGCAUCUAGUGCAGAUAG. The protein sequence of the target gene is MPPSGLRLLPLLLPLPWLLVLTPGRPAAGLSTCKTIDMELVKRKRIEAIRGQILSKLRLASPPSQGEVPPGPLPEAVLALYNSTRDRVAGESADPEPEPEADYYAKEVTRVLMVDRNNAIYEKTKDISHSIYMFFNTSDIREAVPEPPLLSRAELRLQRLKSSVEQHVELYQKYSNNSWRYLGNRLLTPTDTPEWLSFDVTGVVRQWLNQGDGIQGFRFSAHCSCDSKDNKLHVEINGISPKRRGDLGTIHDMNRPFLLLMATPLERAQHLHSSRHRRALDTNYCFSSTEKNCCVRQLYI.... Result: 0 (no interaction). (7) The miRNA is hsa-miR-219a-5p with sequence UGAUUGUCCAAACGCAAUUCU. The protein sequence of the target gene is MESFSSKSLALQAEKKLLSKMAGRSVAHLFIDETSSEVLDELYRVSKEYTHSRPKAQRVIKDLIKVAVKVAVLHRSGCFGPGELALATRFRQKLRQGAMTALSFGEVDFTFEAAVLAGLLVECRDILLELVEHHLTPKSHDRIRHVFDHYSDPDLLAALYGPDFTQHLGKICDGLRKLLDEGKL. Result: 0 (no interaction). (8) Result: 1 (interaction). The protein sequence of the target gene is MARDLVMFRDVAVDFSQEEWECLNSYQRNLYRDVILENYSNLVSLAGCSISKPDVITLLEQGKEPWMVVRDEKRRWTLDLESRYDTKKLFQGKDIYEMNLSQWKVMERIKSCGLEEQESPHEVCFRQVTKTTSEKMPTYRKLTSLPLYQKSHNREKPYECGECGKAFRVRQQLTFHQRIHTGEKPYECKECGKAFRQCAHLSRHQRIHTSDKLYECKKCGKIFTCGSDLRVHQRIHIGEKPYECKECGKAFRVRGQLNLHQRIHTGEKPYECKECGKAFRQYAHLTRHQRLNIAEKCYEC.... The miRNA is hsa-miR-2355-5p with sequence AUCCCCAGAUACAAUGGACAA. (9) The miRNA is hsa-miR-4780 with sequence ACCCUUGAGCCUGAUCCCUAGC. The protein sequence of the target gene is MVHFTAEEKAAVTSLWSKMNVEEAGGEALGRLLVVYPWTQRFFDSFGNLSSPSAILGNPKVKAHGKKVLTSFGDAIKNMDNLKPAFAKLSELHCDKLHVDPENFKLLGNVMVIILATHFGKEFTPEVQAAWQKLVSAVAIALAHKYH. Result: 0 (no interaction). (10) Result: 1 (interaction). The miRNA is hsa-miR-218-5p with sequence UUGUGCUUGAUCUAACCAUGU. The protein sequence of the target gene is MAATAREDGASGQERGQRGCEHYDRGCLLKAPCCDKLYTCRLCHDNNEDHQLDRFKVKEVQCINCEKIQHAQQTCEECSTLFGEYYCDICHLFDKDKKQYHCENCGICRIGPKEDFFHCLKCNLCLAMNLQGRHKCIENVSRQNCPICLEDIHTSRVVAHVLPCGHLLHRTCYEEMLKEGYRCPLCMHSALDMTRYWRQLDDEVAQTPMPSEYQNMTVDILCNDCNGRSTVQFHILGMKCKICESYNTAQAGGRRISLDQQ.